Dataset: Forward reaction prediction with 1.9M reactions from USPTO patents (1976-2016). Task: Predict the product of the given reaction. (1) Given the reactants [Br:1][C:2]1[CH:7]=[CH:6][C:5]([C@@H:8]([NH:10][CH2:11][C:12]([C:14]2[CH:19]=[CH:18][CH:17]=[CH:16][CH:15]=2)=[O:13])[CH3:9])=[CH:4][CH:3]=1.[CH3:20][C:21](=[CH2:25])[CH2:22][Mg]Cl, predict the reaction product. The product is: [Br:1][C:2]1[CH:3]=[CH:4][C:5]([C@@H:8]([NH:10][CH2:11][C:12]([C:14]2[CH:15]=[CH:16][CH:17]=[CH:18][CH:19]=2)([OH:13])[CH2:22][C:21]([CH3:25])=[CH2:20])[CH3:9])=[CH:6][CH:7]=1. (2) Given the reactants [O:1]1[CH2:3][C@H:2]1[CH2:4][O:5][C:6]1[C:18]2[C:17]3[C:12](=[CH:13][CH:14]=[CH:15][CH:16]=3)[NH:11][C:10]=2[CH:9]=[CH:8][CH:7]=1.[C:19]([O:23][C:24]([N:26]1[CH2:31][CH2:30][CH:29]([NH2:32])[CH2:28][CH2:27]1)=[O:25])([CH3:22])([CH3:21])[CH3:20], predict the reaction product. The product is: [C:19]([O:23][C:24]([N:26]1[CH2:31][CH2:30][CH:29]([NH:32][CH2:3][C@H:2]([OH:1])[CH2:4][O:5][C:6]2[C:18]3[C:17]4[C:12](=[CH:13][CH:14]=[CH:15][CH:16]=4)[NH:11][C:10]=3[CH:9]=[CH:8][CH:7]=2)[CH2:28][CH2:27]1)=[O:25])([CH3:22])([CH3:20])[CH3:21].